The task is: Predict which catalyst facilitates the given reaction.. This data is from Catalyst prediction with 721,799 reactions and 888 catalyst types from USPTO. (1) Reactant: [Cl:1][C:2]1[C:3]2[C:10]3([CH2:18][C:17]4[C:12](=[CH:13][CH:14]=[C:15]([N+:19]([O-])=O)[CH:16]=4)[CH2:11]3)[C:9](=[O:22])[NH:8][C:4]=2[N:5]=[CH:6][N:7]=1.C(N(CC)CC)C.[H][H]. Product: [NH2:19][C:15]1[CH:16]=[C:17]2[C:12](=[CH:13][CH:14]=1)[CH2:11][C:10]1([C:3]3[C:2]([Cl:1])=[N:7][CH:6]=[N:5][C:4]=3[NH:8][C:9]1=[O:22])[CH2:18]2. The catalyst class is: 99. (2) Reactant: CS(O[CH2:6][C:7]1[C:11]([C:12]2[N:16]([C:17]3[CH:22]=[CH:21][C:20]([F:23])=[C:19]([Cl:24])[CH:18]=3)[C:15](=[O:25])[O:14][N:13]=2)=[N:10][O:9][N:8]=1)(=O)=O.[N-:26]=[N+:27]=[N-:28].[Na+]. Product: [N:26]([CH2:6][C:7]1[C:11]([C:12]2[N:16]([C:17]3[CH:22]=[CH:21][C:20]([F:23])=[C:19]([Cl:24])[CH:18]=3)[C:15](=[O:25])[O:14][N:13]=2)=[N:10][O:9][N:8]=1)=[N+:27]=[N-:28]. The catalyst class is: 3. (3) Reactant: [Br:1][C:2]1[CH:3]=[C:4]([C@H:8]([NH2:10])[CH3:9])[CH:5]=[CH:6][CH:7]=1.C([O-])([O-])=O.[Na+].[Na+].[C:17](O[C:17]([O:19][C:20]([CH3:23])([CH3:22])[CH3:21])=[O:18])([O:19][C:20]([CH3:23])([CH3:22])[CH3:21])=[O:18]. Product: [Br:1][C:2]1[CH:3]=[C:4]([C@H:8]([NH:10][C:17](=[O:18])[O:19][C:20]([CH3:23])([CH3:22])[CH3:21])[CH3:9])[CH:5]=[CH:6][CH:7]=1. The catalyst class is: 7. (4) Reactant: C[Si]([C:5]#[N:6])(C)C.[C:7]([C:11]1[CH:16]=[CH:15][N+:14]([O-])=[CH:13][CH:12]=1)([CH3:10])([CH3:9])[CH3:8].CN(C)C(Cl)=O.C([O-])([O-])=O.[K+].[K+]. Product: [C:5]([C:15]1[CH:16]=[C:11]([C:7]([CH3:10])([CH3:9])[CH3:8])[CH:12]=[CH:13][N:14]=1)#[N:6]. The catalyst class is: 4.